Dataset: Reaction yield outcomes from USPTO patents with 853,638 reactions. Task: Predict the reaction yield, written as a fraction of the theoretical maximum amount of product (1.0 means a 100% yield; for example, 0.34 means a 34% yield). (1) The reactants are C(OC([NH:8][C:9]1[S:13][C:12](Br)=[N:11][C:10]=1[C:15]([NH:17][C:18]1[CH:19]=[N:20][N:21]([CH3:40])[C:22]=1[N:23]1[CH2:29][C:28]([F:31])([F:30])[CH2:27][CH:26]([NH:32]C(=O)OC(C)(C)C)[CH2:25][CH2:24]1)=[O:16])=O)(C)(C)C.[F:41][C:42]1[CH:43]=[N:44][CH:45]=[C:46]([F:61])[C:47]=1[Sn](CCCC)(CCCC)CCCC. The product is [NH2:8][C:9]1[S:13][C:12]([C:47]2[C:46]([F:61])=[CH:45][N:44]=[CH:43][C:42]=2[F:41])=[N:11][C:10]=1[C:15]([NH:17][C:18]1[CH:19]=[N:20][N:21]([CH3:40])[C:22]=1[N:23]1[CH2:24][CH2:25][CH:26]([NH2:32])[CH2:27][C:28]([F:30])([F:31])[CH2:29]1)=[O:16]. No catalyst specified. The yield is 0.430. (2) The reactants are [CH3:1][N:2]([CH3:16])[C:3]([CH3:15])([CH2:6][O:7][Si:8]([C:11]([CH3:14])([CH3:13])[CH3:12])([CH3:10])[CH3:9])[C:4]#[N:5].[C:17]1([Li])[CH:22]=[CH:21][CH:20]=[CH:19][CH:18]=1.[BH4-].[Na+].NC(C1C=CC=CC=1)C1(N(C)C)CCCC1. The catalyst is C(OCCCC)CCC.C1COCC1.CO. The product is [NH2:5][CH:4]([C:17]1[CH:22]=[CH:21][CH:20]=[CH:19][CH:18]=1)[C:3]([N:2]([CH3:16])[CH3:1])([CH2:6][O:7][Si:8]([C:11]([CH3:12])([CH3:14])[CH3:13])([CH3:10])[CH3:9])[CH3:15]. The yield is 0.330. (3) The reactants are C([O-])([O-])=O.[K+].[K+].[SH:7][C:8]1[N:12]([CH2:13][C:14]([O:16][C:17]([CH3:20])([CH3:19])[CH3:18])=[O:15])[C:11]2[CH:21]=[CH:22][CH:23]=[CH:24][C:10]=2[N:9]=1.[CH3:25][O:26][C:27]1[CH:34]=[CH:33][CH:32]=[CH:31][C:28]=1[CH2:29]Cl. The catalyst is CC(C)=O. The product is [C:17]([O:16][C:14](=[O:15])[CH2:13][N:12]1[C:11]2[CH:21]=[CH:22][CH:23]=[CH:24][C:10]=2[N:9]=[C:8]1[S:7][CH2:29][C:28]1[CH:31]=[CH:32][CH:33]=[CH:34][C:27]=1[O:26][CH3:25])([CH3:19])([CH3:20])[CH3:18]. The yield is 0.620. (4) The reactants are [Cl:1][C:2]1[C:11]2[C:6](=[CH:7][CH:8]=[C:9]([OH:12])[CH:10]=2)[N:5]=[C:4]([C:13]2[CH:20]=[CH:19][C:16]([C:17]#[N:18])=[CH:15][CH:14]=2)[CH:3]=1.[Si]([N:25]=[N+:26]=[N-:27])(C)(C)C. The catalyst is C1(C)C=CC=CC=1. The product is [N:18]1[NH:25][N:26]=[N:27][C:17]=1[C:16]1[CH:19]=[CH:20][C:13]([C:4]2[CH:3]=[C:2]([Cl:1])[C:11]3[C:6](=[CH:7][CH:8]=[C:9]([OH:12])[CH:10]=3)[N:5]=2)=[CH:14][CH:15]=1. The yield is 0.135.